Dataset: NCI-60 drug combinations with 297,098 pairs across 59 cell lines. Task: Regression. Given two drug SMILES strings and cell line genomic features, predict the synergy score measuring deviation from expected non-interaction effect. (1) Drug 1: CNC(=O)C1=CC=CC=C1SC2=CC3=C(C=C2)C(=NN3)C=CC4=CC=CC=N4. Drug 2: COC1=CC(=CC(=C1O)OC)C2C3C(COC3=O)C(C4=CC5=C(C=C24)OCO5)OC6C(C(C7C(O6)COC(O7)C8=CC=CS8)O)O. Cell line: UACC-257. Synergy scores: CSS=8.81, Synergy_ZIP=-3.23, Synergy_Bliss=-2.94, Synergy_Loewe=-9.33, Synergy_HSA=-3.53. (2) Drug 1: C1=CC(=CC=C1CCC2=CNC3=C2C(=O)NC(=N3)N)C(=O)NC(CCC(=O)O)C(=O)O. Drug 2: C#CCC(CC1=CN=C2C(=N1)C(=NC(=N2)N)N)C3=CC=C(C=C3)C(=O)NC(CCC(=O)O)C(=O)O. Cell line: MALME-3M. Synergy scores: CSS=11.5, Synergy_ZIP=-5.08, Synergy_Bliss=0.552, Synergy_Loewe=2.62, Synergy_HSA=2.67. (3) Drug 1: CC(C1=C(C=CC(=C1Cl)F)Cl)OC2=C(N=CC(=C2)C3=CN(N=C3)C4CCNCC4)N. Drug 2: CC1C(C(CC(O1)OC2CC(CC3=C2C(=C4C(=C3O)C(=O)C5=C(C4=O)C(=CC=C5)OC)O)(C(=O)CO)O)N)O.Cl. Cell line: NCI-H226. Synergy scores: CSS=46.0, Synergy_ZIP=1.30, Synergy_Bliss=0.112, Synergy_Loewe=-22.1, Synergy_HSA=0.916. (4) Drug 1: CNC(=O)C1=NC=CC(=C1)OC2=CC=C(C=C2)NC(=O)NC3=CC(=C(C=C3)Cl)C(F)(F)F. Drug 2: C(CN)CNCCSP(=O)(O)O. Cell line: NCI-H522. Synergy scores: CSS=-0.609, Synergy_ZIP=2.31, Synergy_Bliss=4.33, Synergy_Loewe=0.991, Synergy_HSA=-0.00331. (5) Drug 1: CCC1=CC2CC(C3=C(CN(C2)C1)C4=CC=CC=C4N3)(C5=C(C=C6C(=C5)C78CCN9C7C(C=CC9)(C(C(C8N6C)(C(=O)OC)O)OC(=O)C)CC)OC)C(=O)OC.C(C(C(=O)O)O)(C(=O)O)O. Drug 2: C1=CN(C=N1)CC(O)(P(=O)(O)O)P(=O)(O)O. Cell line: OVCAR-8. Synergy scores: CSS=3.72, Synergy_ZIP=-9.88, Synergy_Bliss=-19.8, Synergy_Loewe=-53.0, Synergy_HSA=-19.1. (6) Drug 1: CN(CCCl)CCCl.Cl. Drug 2: CN(C(=O)NC(C=O)C(C(C(CO)O)O)O)N=O. Cell line: COLO 205. Synergy scores: CSS=21.7, Synergy_ZIP=-7.67, Synergy_Bliss=0.404, Synergy_Loewe=-28.7, Synergy_HSA=0.140. (7) Drug 1: CC12CCC3C(C1CCC2=O)CC(=C)C4=CC(=O)C=CC34C. Drug 2: CCCCCOC(=O)NC1=NC(=O)N(C=C1F)C2C(C(C(O2)C)O)O. Cell line: HL-60(TB). Synergy scores: CSS=65.1, Synergy_ZIP=2.10, Synergy_Bliss=2.64, Synergy_Loewe=-21.8, Synergy_HSA=1.50. (8) Synergy scores: CSS=16.4, Synergy_ZIP=-6.45, Synergy_Bliss=3.38, Synergy_Loewe=-19.5, Synergy_HSA=-0.446. Drug 2: COC1=C2C(=CC3=C1OC=C3)C=CC(=O)O2. Drug 1: C1=NC(=NC(=O)N1C2C(C(C(O2)CO)O)O)N. Cell line: MDA-MB-231. (9) Drug 1: C1=C(C(=O)NC(=O)N1)N(CCCl)CCCl. Drug 2: C1CN(CCN1C(=O)CCBr)C(=O)CCBr. Cell line: HCT116. Synergy scores: CSS=60.1, Synergy_ZIP=2.48, Synergy_Bliss=0.879, Synergy_Loewe=-4.90, Synergy_HSA=3.27.